Dataset: Catalyst prediction with 721,799 reactions and 888 catalyst types from USPTO. Task: Predict which catalyst facilitates the given reaction. (1) Reactant: [CH3:1][O:2][C:3]([C@@H:5]1[CH2:13][C@H:12]2[C@H:7]([CH2:8][CH2:9][CH2:10][CH2:11]2)[NH:6]1)=[O:4].[C:14]([O-])(=O)C.[Na+].C=O. Product: [CH3:1][O:2][C:3]([C@@H:5]1[CH2:13][C@H:12]2[C@H:7]([CH2:8][CH2:9][CH2:10][CH2:11]2)[N:6]1[CH3:14])=[O:4]. The catalyst class is: 10. (2) Reactant: [N:1]1[N:2]2[CH:10]=[CH:9][CH:8]=[C:3]2[C:4]([NH2:7])=[N:5][CH:6]=1.[C:11](Cl)(=[O:16])[C:12]([CH3:15])([CH3:14])[CH3:13]. Product: [N:1]1[N:2]2[CH:10]=[CH:9][CH:8]=[C:3]2[C:4]([NH:7][C:11](=[O:16])[C:12]([CH3:15])([CH3:14])[CH3:13])=[N:5][CH:6]=1. The catalyst class is: 17. (3) Reactant: [NH2:1][C:2]1[CH:7]=[C:6]([O:8][CH3:9])[CH:5]=[CH:4][C:3]=1[C:10](O)([CH3:12])[CH3:11].CCOC(C)=O. Product: [CH:10]([C:3]1[CH:4]=[CH:5][C:6]([O:8][CH3:9])=[CH:7][C:2]=1[NH2:1])([CH3:12])[CH3:11]. The catalyst class is: 50.